This data is from Forward reaction prediction with 1.9M reactions from USPTO patents (1976-2016). The task is: Predict the product of the given reaction. Given the reactants Cl[C:2]1[N:3]=[C:4]([N:11]2[C:19]3[C:14](=[CH:15][C:16]([CH2:20][C:21]([O:23][CH3:24])=[O:22])=[CH:17][CH:18]=3)[CH2:13][CH2:12]2)[C:5]2[CH2:10][CH2:9][CH2:8][C:6]=2[N:7]=1.C([Sn](CCCC)(CCCC)[C:30]1[S:34][CH:33]=[N:32][CH:31]=1)CCC, predict the reaction product. The product is: [S:34]1[C:30]([C:2]2[N:3]=[C:4]([N:11]3[C:19]4[C:14](=[CH:15][C:16]([CH2:20][C:21]([O:23][CH3:24])=[O:22])=[CH:17][CH:18]=4)[CH2:13][CH2:12]3)[C:5]3[CH2:10][CH2:9][CH2:8][C:6]=3[N:7]=2)=[CH:31][N:32]=[CH:33]1.